The task is: Predict the reactants needed to synthesize the given product.. This data is from Full USPTO retrosynthesis dataset with 1.9M reactions from patents (1976-2016). (1) Given the product [CH2:1]([O:8][C:9]1[C:17]([CH3:18])=[CH:16][C:12]([C:13]([NH:26][NH2:27])=[O:14])=[CH:11][C:10]=1[CH2:19][CH3:20])[C:2]1[CH:7]=[CH:6][CH:5]=[CH:4][CH:3]=1, predict the reactants needed to synthesize it. The reactants are: [CH2:1]([O:8][C:9]1[C:17]([CH3:18])=[CH:16][C:12]([C:13](O)=[O:14])=[CH:11][C:10]=1[CH2:19][CH3:20])[C:2]1[CH:7]=[CH:6][CH:5]=[CH:4][CH:3]=1.S(Cl)(Cl)=O.O.[NH2:26][NH2:27]. (2) Given the product [CH3:44][O:43][CH2:42][C@@H:39]([NH:38][C:2]1[CH:3]=[CH:4][C:5]2[O:6][C:7]3[C:12](=[CH:11][CH:10]=[CH:9][C:8]=3[C:16]3[CH:21]=[C:20]([N:22]4[CH2:23][CH2:24][O:25][CH2:26][CH2:27]4)[CH:19]=[C:18]([O:28][CH2:29][C:30]4[CH:31]=[CH:32][C:33]([O:36][CH3:37])=[CH:34][CH:35]=4)[N:17]=3)[S:13][C:14]=2[CH:15]=1)[CH2:40][OH:41], predict the reactants needed to synthesize it. The reactants are: I[C:2]1[CH:15]=[C:14]2[C:5]([O:6][C:7]3[C:8]([C:16]4[CH:21]=[C:20]([N:22]5[CH2:27][CH2:26][O:25][CH2:24][CH2:23]5)[CH:19]=[C:18]([O:28][CH2:29][C:30]5[CH:35]=[CH:34][C:33]([O:36][CH3:37])=[CH:32][CH:31]=5)[N:17]=4)=[CH:9][CH:10]=[CH:11][C:12]=3[S:13]2)=[CH:4][CH:3]=1.[NH2:38][C@H:39]([CH2:42][O:43][CH3:44])[CH2:40][OH:41].C(=O)([O-])[O-].[Cs+].[Cs+].C(C1CCCCC1=O)(=O)C(C)C.